From a dataset of Forward reaction prediction with 1.9M reactions from USPTO patents (1976-2016). Predict the product of the given reaction. (1) Given the reactants [Cl:1][C:2]1[CH:3]=[CH:4][C:5]([OH:16])=[C:6]([C:8]([C:10]2[CH:15]=[CH:14][CH:13]=[CH:12][CH:11]=2)=[O:9])[CH:7]=1.[Br:17][CH2:18][CH2:19]Br.C(=O)([O-])[O-].[K+].[K+], predict the reaction product. The product is: [Br:17][CH2:18][CH2:19][O:16][C:5]1[CH:4]=[CH:3][C:2]([Cl:1])=[CH:7][C:6]=1[C:8]([C:10]1[CH:15]=[CH:14][CH:13]=[CH:12][CH:11]=1)=[O:9]. (2) Given the reactants [CH2:1]([C:3]1[C:7]([C:8](OCC)=[O:9])=[C:6]([CH3:13])[O:5][N:4]=1)[CH3:2].[H-].[H-].[H-].[H-].[Li+].[Al+3].O, predict the reaction product. The product is: [CH2:1]([C:3]1[C:7]([CH2:8][OH:9])=[C:6]([CH3:13])[O:5][N:4]=1)[CH3:2].